Dataset: Ames mutagenicity test results for genotoxicity prediction. Task: Regression/Classification. Given a drug SMILES string, predict its toxicity properties. Task type varies by dataset: regression for continuous values (e.g., LD50, hERG inhibition percentage) or binary classification for toxic/non-toxic outcomes (e.g., AMES mutagenicity, cardiotoxicity, hepatotoxicity). Dataset: ames. (1) The compound is CCCC[C@@H](CC)COCCC#N. The result is 0 (non-mutagenic). (2) The drug is Nc1ccc([N+](=O)[O-])c(O)c1. The result is 1 (mutagenic).